Dataset: Reaction yield outcomes from USPTO patents with 853,638 reactions. Task: Predict the reaction yield, written as a fraction of the theoretical maximum amount of product (1.0 means a 100% yield; for example, 0.34 means a 34% yield). (1) The reactants are [Br:1][C:2]1[CH:7]=[CH:6][C:5]([CH2:8][C@H:9]([NH:13][C:14]([C:16]2[S:17][C:18]([C:21]([CH3:24])([CH3:23])[CH3:22])=[CH:19][CH:20]=2)=[O:15])[C:10](O)=[O:11])=[CH:4][CH:3]=1.[NH2:25][C@@H:26]([C:28]([O:30][C:31]([CH3:34])([CH3:33])[CH3:32])=[O:29])[CH3:27].CCN(C(C)C)C(C)C.CN(C(ON1N=NC2C=CC=NC1=2)=[N+](C)C)C.F[P-](F)(F)(F)(F)F. The catalyst is CN(C=O)C.CC(=O)OCC. The product is [Br:1][C:2]1[CH:7]=[CH:6][C:5]([CH2:8][C@H:9]([NH:13][C:14]([C:16]2[S:17][C:18]([C:21]([CH3:23])([CH3:24])[CH3:22])=[CH:19][CH:20]=2)=[O:15])[C:10]([NH:25][C@@H:26]([C:28]([O:30][C:31]([CH3:34])([CH3:33])[CH3:32])=[O:29])[CH3:27])=[O:11])=[CH:4][CH:3]=1. The yield is 0.660. (2) The reactants are [Cl:1][C:2]1[C:3]([CH2:10][N:11]2[C:19](=[O:20])[C:18]3[C:13](=[CH:14][CH:15]=[CH:16][CH:17]=3)[C:12]2=[O:21])=[N:4][CH:5]=[C:6]([CH:8]=[CH2:9])[CH:7]=1.Br[CH:23]([C:28]1[CH:29]=[C:30]([Cl:36])[C:31]([Cl:35])=[C:32]([Cl:34])[CH:33]=1)[C:24]([F:27])([F:26])[F:25].N1C=CC=CC=1C1C=CC=CN=1. The catalyst is ClC1C=CC=CC=1Cl.Cl[Cu]. The product is [Cl:1][C:2]1[C:3]([CH2:10][N:11]2[C:19](=[O:20])[C:18]3[C:13](=[CH:14][CH:15]=[CH:16][CH:17]=3)[C:12]2=[O:21])=[N:4][CH:5]=[C:6](/[CH:8]=[CH:9]/[CH:23]([C:28]2[CH:29]=[C:30]([Cl:36])[C:31]([Cl:35])=[C:32]([Cl:34])[CH:33]=2)[C:24]([F:26])([F:25])[F:27])[CH:7]=1. The yield is 0.500. (3) The reactants are [Cl:1][C:2]1[CH:3]=[C:4]([C:8](=[O:12])[CH:9](Br)[CH3:10])[CH:5]=[CH:6][CH:7]=1.[NH2:13][C:14]([CH3:18])([CH3:17])[CH2:15][OH:16]. The catalyst is C(#N)C.C(OCC)(=O)C. The product is [OH:12][C:8]1([C:4]2[CH:5]=[CH:6][CH:7]=[C:2]([Cl:1])[CH:3]=2)[O:16][CH2:15][C:14]([CH3:18])([CH3:17])[NH:13][CH:9]1[CH3:10]. The yield is 0.900. (4) The yield is 0.850. The product is [CH2:1]([N:3]1[CH:7]=[C:6]([C:8]2[CH:13]=[CH:12][N:11]=[C:10]3[NH:14][CH:15]=[CH:16][C:9]=23)[C:5]([C:17]2[CH:22]=[CH:21][C:20]([NH2:23])=[CH:19][CH:18]=2)=[N:4]1)[CH3:2]. The catalyst is C(O)(=O)C.[Zn]. The reactants are [CH2:1]([N:3]1[CH:7]=[C:6]([C:8]2[CH:13]=[CH:12][N:11]=[C:10]3[NH:14][CH:15]=[CH:16][C:9]=23)[C:5]([C:17]2[CH:22]=[CH:21][C:20]([N+:23]([O-])=O)=[CH:19][CH:18]=2)=[N:4]1)[CH3:2].